From a dataset of Catalyst prediction with 721,799 reactions and 888 catalyst types from USPTO. Predict which catalyst facilitates the given reaction. (1) Reactant: [N-:1]=[N+:2]=[N-:3].[Na+].Br[CH2:6][C:7]1[CH:22]=[CH:21][C:10]([CH2:11][C:12]2[CH:17]=[CH:16][C:15]([N+:18]([O-:20])=[O:19])=[CH:14][CH:13]=2)=[CH:9][CH:8]=1.O. Product: [N:1]([CH2:6][C:7]1[CH:8]=[CH:9][C:10]([CH2:11][C:12]2[CH:17]=[CH:16][C:15]([N+:18]([O-:20])=[O:19])=[CH:14][CH:13]=2)=[CH:21][CH:22]=1)=[N+:2]=[N-:3]. The catalyst class is: 9. (2) Reactant: [Br:1][C:2]1[CH:3]=[CH:4][C:5]([CH2:8][OH:9])=[N:6][CH:7]=1.[H-].[Na+].[CH3:12]I. Product: [Br:1][C:2]1[CH:3]=[CH:4][C:5]([CH2:8][O:9][CH3:12])=[N:6][CH:7]=1. The catalyst class is: 163. (3) Reactant: [CH2:1]([O:8][C:9]1[CH:14]=[C:13]([O:15][CH2:16][C:17]2[CH:22]=[CH:21][CH:20]=[CH:19][CH:18]=2)[C:12]([CH:23]([CH3:25])[CH3:24])=[CH:11][C:10]=1[C:26]1[O:30][N:29]=[C:28]([C:31]([NH:33][CH2:34][CH3:35])=[O:32])[C:27]=1[C:36]1[O:40][N:39]=[C:38]([C:41]([NH2:43])=O)[CH:37]=1)[C:2]1[CH:7]=[CH:6][CH:5]=[CH:4][CH:3]=1.S(Cl)(Cl)=O. Product: [CH2:1]([O:8][C:9]1[CH:14]=[C:13]([O:15][CH2:16][C:17]2[CH:22]=[CH:21][CH:20]=[CH:19][CH:18]=2)[C:12]([CH:23]([CH3:25])[CH3:24])=[CH:11][C:10]=1[C:26]1[O:30][N:29]=[C:28]([C:31]([NH:33][CH2:34][CH3:35])=[O:32])[C:27]=1[C:36]1[O:40][N:39]=[C:38]([C:41]#[N:43])[CH:37]=1)[C:2]1[CH:3]=[CH:4][CH:5]=[CH:6][CH:7]=1. The catalyst class is: 3. (4) Reactant: C(NC(C)C)(C)C.C([Li])CCC.CCCCCC.[CH3:19][C:20]([C:22]1[CH:27]=[CH:26][C:25]([O:28][CH3:29])=[CH:24][CH:23]=1)=[O:21].[CH2:30]([O:37][C:38]([N:40]1[CH2:45][CH2:44][CH:43]([C:46](Cl)=[O:47])[CH2:42][CH2:41]1)=[O:39])[C:31]1[CH:36]=[CH:35][CH:34]=[CH:33][CH:32]=1.[Cl-].[NH4+]. Product: [CH2:30]([O:37][C:38]([N:40]1[CH2:45][CH2:44][CH:43]([C:46](=[O:47])[CH2:19][C:20]([C:22]2[CH:27]=[CH:26][C:25]([O:28][CH3:29])=[CH:24][CH:23]=2)=[O:21])[CH2:42][CH2:41]1)=[O:39])[C:31]1[CH:36]=[CH:35][CH:34]=[CH:33][CH:32]=1. The catalyst class is: 7. (5) Reactant: [NH:1]1[C:9]2[C:4](=[CH:5][CH:6]=[CH:7][CH:8]=2)[C:3]([C:10]2[N:15]=[N:14][C:13]([O:16][CH:17]3[CH:22]4[CH2:23][CH2:24][N:19]([CH2:20][CH2:21]4)[CH2:18]3)=[CH:12][CH:11]=2)=[CH:2]1.[C:25]([OH:32])(=[O:31])/[CH:26]=[CH:27]/[C:28]([OH:30])=[O:29]. Product: [C:25]([OH:32])(=[O:31])/[CH:26]=[CH:27]/[C:28]([OH:30])=[O:29].[NH:1]1[C:9]2[C:4](=[CH:5][CH:6]=[CH:7][CH:8]=2)[C:3]([C:10]2[N:15]=[N:14][C:13]([O:16][CH:17]3[CH:22]4[CH2:23][CH2:24][N:19]([CH2:20][CH2:21]4)[CH2:18]3)=[CH:12][CH:11]=2)=[CH:2]1.[NH:1]1[C:9]2[C:4](=[CH:5][CH:6]=[CH:7][CH:8]=2)[C:3]([C:10]2[N:15]=[N:14][C:13]([O:16][CH:17]3[CH:22]4[CH2:23][CH2:24][N:19]([CH2:20][CH2:21]4)[CH2:18]3)=[CH:12][CH:11]=2)=[CH:2]1. The catalyst class is: 513. (6) Product: [C:1]([C:3]1[S:4][C:5]([C:13]2[CH:18]=[CH:17][CH:16]=[CH:15][CH:14]=2)=[C:6]([C:8]([OH:10])=[O:9])[N:7]=1)(=[O:19])[NH2:2]. The catalyst class is: 1. Reactant: [C:1]([C:3]1[S:4][C:5]([C:13]2[CH:18]=[CH:17][CH:16]=[CH:15][CH:14]=2)=[C:6]([C:8]([O:10]CC)=[O:9])[N:7]=1)#[N:2].[OH-:19].[K+].Cl. (7) Reactant: [CH:1]([O:4][C:5]([N:7]1[CH2:11][CH2:10][C@H:9]([N:12]([C:25]2[N:30]=[CH:29][C:28](Br)=[CH:27][N:26]=2)[CH2:13][C:14]2[CH:19]=[C:18]([C:20]([F:23])([F:22])[F:21])[CH:17]=[C:16]([Cl:24])[CH:15]=2)[CH2:8]1)=[O:6])([CH3:3])[CH3:2].[CH3:32][N:33]1[CH:37]=[CH:36][C:35](B2OC(C)(C)C(C)(C)O2)=[N:34]1.C(=O)([O-])O.[Na+].O. Product: [CH:1]([O:4][C:5]([N:7]1[CH2:11][CH2:10][C@H:9]([N:12]([CH2:13][C:14]2[CH:19]=[C:18]([C:20]([F:23])([F:22])[F:21])[CH:17]=[C:16]([Cl:24])[CH:15]=2)[C:25]2[N:30]=[CH:29][C:28]([C:36]3[CH:35]=[N:34][N:33]([CH3:32])[CH:37]=3)=[CH:27][N:26]=2)[CH2:8]1)=[O:6])([CH3:3])[CH3:2]. The catalyst class is: 104. (8) Reactant: [C:1]([NH2:9])(=[O:8])[C:2]1[CH:7]=[CH:6][CH:5]=[CH:4][CH:3]=1.Cl[SH:11].[C:12](Cl)(Cl)=[O:13]. Product: [C:2]1([C:1]2[O:8][C:12](=[O:13])[S:11][N:9]=2)[CH:7]=[CH:6][CH:5]=[CH:4][CH:3]=1. The catalyst class is: 11.